This data is from NCI-60 drug combinations with 297,098 pairs across 59 cell lines. The task is: Regression. Given two drug SMILES strings and cell line genomic features, predict the synergy score measuring deviation from expected non-interaction effect. (1) Drug 1: C1=NC2=C(N=C(N=C2N1C3C(C(C(O3)CO)O)O)F)N. Drug 2: C1CC(C1)(C(=O)O)C(=O)O.[NH2-].[NH2-].[Pt+2]. Cell line: SR. Synergy scores: CSS=28.6, Synergy_ZIP=1.38, Synergy_Bliss=1.47, Synergy_Loewe=-13.9, Synergy_HSA=-1.61. (2) Drug 1: C1=CC(=CC=C1C#N)C(C2=CC=C(C=C2)C#N)N3C=NC=N3. Drug 2: CC(C)(C#N)C1=CC(=CC(=C1)CN2C=NC=N2)C(C)(C)C#N. Cell line: T-47D. Synergy scores: CSS=4.04, Synergy_ZIP=0.531, Synergy_Bliss=-3.01, Synergy_Loewe=-0.759, Synergy_HSA=-2.87. (3) Drug 2: CC12CCC3C(C1CCC2OP(=O)(O)O)CCC4=C3C=CC(=C4)OC(=O)N(CCCl)CCCl.[Na+]. Synergy scores: CSS=1.32, Synergy_ZIP=2.17, Synergy_Bliss=-3.19, Synergy_Loewe=-4.73, Synergy_HSA=-6.65. Cell line: NCI-H460. Drug 1: C1CCN(CC1)CCOC2=CC=C(C=C2)C(=O)C3=C(SC4=C3C=CC(=C4)O)C5=CC=C(C=C5)O. (4) Drug 1: CC1OCC2C(O1)C(C(C(O2)OC3C4COC(=O)C4C(C5=CC6=C(C=C35)OCO6)C7=CC(=C(C(=C7)OC)O)OC)O)O. Cell line: SNB-19. Synergy scores: CSS=35.2, Synergy_ZIP=-8.15, Synergy_Bliss=-10.5, Synergy_Loewe=-5.63, Synergy_HSA=-3.23. Drug 2: C1C(C(OC1N2C=C(C(=O)NC2=O)F)CO)O. (5) Drug 1: CC1=C(C=C(C=C1)NC(=O)C2=CC=C(C=C2)CN3CCN(CC3)C)NC4=NC=CC(=N4)C5=CN=CC=C5. Drug 2: CN(C(=O)NC(C=O)C(C(C(CO)O)O)O)N=O. Cell line: 786-0. Synergy scores: CSS=6.51, Synergy_ZIP=-3.07, Synergy_Bliss=-0.677, Synergy_Loewe=-5.58, Synergy_HSA=-0.395. (6) Drug 1: CC1=C(C(=CC=C1)Cl)NC(=O)C2=CN=C(S2)NC3=CC(=NC(=N3)C)N4CCN(CC4)CCO. Synergy scores: CSS=13.9, Synergy_ZIP=-2.04, Synergy_Bliss=2.47, Synergy_Loewe=-4.15, Synergy_HSA=2.98. Cell line: EKVX. Drug 2: C1CN1C2=NC(=NC(=N2)N3CC3)N4CC4. (7) Drug 1: CC12CCC3C(C1CCC2O)C(CC4=C3C=CC(=C4)O)CCCCCCCCCS(=O)CCCC(C(F)(F)F)(F)F. Drug 2: C1=NC2=C(N1)C(=S)N=CN2. Cell line: OVCAR-5. Synergy scores: CSS=33.6, Synergy_ZIP=-7.70, Synergy_Bliss=-0.615, Synergy_Loewe=-19.7, Synergy_HSA=1.77.